From a dataset of Catalyst prediction with 721,799 reactions and 888 catalyst types from USPTO. Predict which catalyst facilitates the given reaction. Reactant: CS(C)=O.[ClH:5].[CH3:6][C:7]1[CH:15]=[C:14]([C:16]([NH:18][C:19]2[CH:24]=[CH:23][CH:22]=[C:21]([C:25]3[C:34]4[C:29](=[CH:30][C:31]([O:37][CH3:38])=[C:32]([O:35][CH3:36])[CH:33]=4)[N:28]=[C:27]([NH:39][CH3:40])[N:26]=3)[CH:20]=2)=[O:17])[CH:13]=[CH:12][C:8]=1[C:9]([OH:11])=[O:10]. Product: [ClH:5].[CH3:6][C:7]1[CH:15]=[C:14]([C:16]([NH:18][C:19]2[CH:24]=[CH:23][CH:22]=[C:21]([C:25]3[C:34]4[C:29](=[CH:30][C:31]([O:37][CH3:38])=[C:32]([O:35][CH3:36])[CH:33]=4)[N:28]=[C:27]([NH:39][CH3:40])[N:26]=3)[CH:20]=2)=[O:17])[CH:13]=[CH:12][C:8]=1[C:9]([OH:11])=[O:10]. The catalyst class is: 41.